From a dataset of Forward reaction prediction with 1.9M reactions from USPTO patents (1976-2016). Predict the product of the given reaction. Given the reactants [CH3:1][O:2][C:3](=[O:38])[CH:4]=[C:5]1[CH2:10][N:9](C(OCC2C=CC=CC=2)=O)[C@H:8]([C:21]([O:23]CC2C=CC=CC=2)=[O:22])[C@@H:7]([C:31]([O:33][C:34]([CH3:37])([CH3:36])[CH3:35])=[O:32])[CH2:6]1.[H][H], predict the reaction product. The product is: [C:34]([O:33][C:31]([C@H:7]1[CH2:6][CH:5]([CH2:4][C:3]([O:2][CH3:1])=[O:38])[CH2:10][NH:9][C@@H:8]1[C:21]([OH:23])=[O:22])=[O:32])([CH3:37])([CH3:35])[CH3:36].